Dataset: Full USPTO retrosynthesis dataset with 1.9M reactions from patents (1976-2016). Task: Predict the reactants needed to synthesize the given product. (1) Given the product [CH2:15]([N:14]([CH3:13])[CH:10]1[CH2:11][N:8]([C:1]([O:3][C:4]([CH3:7])([CH3:6])[CH3:5])=[O:2])[CH2:9]1)[C:16]1[CH:21]=[CH:20][CH:19]=[CH:18][CH:17]=1, predict the reactants needed to synthesize it. The reactants are: [C:1]([N:8]1[CH2:11][C:10](=O)[CH2:9]1)([O:3][C:4]([CH3:7])([CH3:6])[CH3:5])=[O:2].[CH3:13][NH:14][CH2:15][C:16]1[CH:21]=[CH:20][CH:19]=[CH:18][CH:17]=1.[BH-](OC(C)=O)(OC(C)=O)OC(C)=O.[Na+]. (2) Given the product [CH:3]([N:6]1[CH2:11][CH2:10][N:9]([C:12]([C:14]2[CH:15]=[C:16]([CH:20]=[CH:21][CH:22]=2)[CH:17]=[O:18])=[O:13])[CH2:8][CH2:7]1)([CH3:5])[CH3:4], predict the reactants needed to synthesize it. The reactants are: Cl.Cl.[CH:3]([N:6]1[CH2:11][CH2:10][NH:9][CH2:8][CH2:7]1)([CH3:5])[CH3:4].[CH:12]([C:14]1[CH:15]=[C:16]([CH:20]=[CH:21][CH:22]=1)[C:17](O)=[O:18])=[O:13]. (3) Given the product [C:14]([NH:18][C:19]([C:21]1[CH:25]=[C:24]([C:26]2[N:27]=[CH:28][C:29]([CH2:32][NH:33][C:9](=[O:10])[O:11][CH3:12])=[CH:30][CH:31]=2)[N:23]([C:34]2[CH:35]=[N:36][CH:37]=[CH:38][CH:39]=2)[N:22]=1)=[O:20])([CH3:17])([CH3:15])[CH3:16], predict the reactants needed to synthesize it. The reactants are: C(N(CC)CC)C.Cl[C:9]([O:11][CH3:12])=[O:10].Cl.[C:14]([NH:18][C:19]([C:21]1[CH:25]=[C:24]([C:26]2[CH:31]=[CH:30][C:29]([CH2:32][NH2:33])=[CH:28][N:27]=2)[N:23]([C:34]2[CH:35]=[N:36][CH:37]=[CH:38][CH:39]=2)[N:22]=1)=[O:20])([CH3:17])([CH3:16])[CH3:15].O. (4) Given the product [F:1][C:2]1[CH:11]=[C:10]([F:12])[CH:9]=[C:8]2[C:3]=1[C:4]([NH:20][C:21]1[C:26]([C:40]3[CH:39]=[CH:38][C:37]([O:36][C:35]([F:34])([F:46])[F:47])=[CH:42][CH:41]=3)=[CH:25][N:24]=[C:23]([N:28]3[CH2:33][CH2:32][O:31][CH2:30][CH2:29]3)[CH:22]=1)=[C:5]([CH3:19])[C:6]([C:13]1[CH:18]=[CH:17][CH:16]=[CH:15][N:14]=1)=[N:7]2, predict the reactants needed to synthesize it. The reactants are: [F:1][C:2]1[CH:11]=[C:10]([F:12])[CH:9]=[C:8]2[C:3]=1[C:4]([NH:20][C:21]1[C:26](I)=[CH:25][N:24]=[C:23]([N:28]3[CH2:33][CH2:32][O:31][CH2:30][CH2:29]3)[CH:22]=1)=[C:5]([CH3:19])[C:6]([C:13]1[CH:18]=[CH:17][CH:16]=[CH:15][N:14]=1)=[N:7]2.[F:34][C:35]([F:47])([F:46])[O:36][C:37]1[CH:42]=[CH:41][C:40](B(O)O)=[CH:39][CH:38]=1.C1(P(C2CCCCC2)C2CCCCC2)CCCCC1.[O-]P([O-])([O-])=O.[K+].[K+].[K+]. (5) The reactants are: [CH3:1][O:2][C:3]1[CH:8]=[CH:7][N:6]=[C:5]([C:9]2[CH:17]=[CH:16][C:15]([CH3:18])=[CH:14][C:10]=2[C:11]([OH:13])=O)[N:4]=1.[CH3:19][C@@H:20]1[CH2:25][CH2:24][CH2:23][NH:22][C@@H:21]1[CH2:26][NH:27][C:28]1[CH:33]=[CH:32][C:31]([C:34]([F:37])([F:36])[F:35])=[CH:30][N:29]=1. Given the product [CH3:1][O:2][C:3]1[CH:8]=[CH:7][N:6]=[C:5]([C:9]2[CH:17]=[CH:16][C:15]([CH3:18])=[CH:14][C:10]=2[C:11]([N:22]2[CH2:23][CH2:24][CH2:25][C@@H:20]([CH3:19])[C@H:21]2[CH2:26][NH:27][C:28]2[CH:33]=[CH:32][C:31]([C:34]([F:37])([F:35])[F:36])=[CH:30][N:29]=2)=[O:13])[N:4]=1, predict the reactants needed to synthesize it. (6) Given the product [C:36]([NH:1][C@H:2]1[CH2:7][CH2:6][C@H:5]([NH:8][C:9]([C:11]2[C:15]3[N:16]=[CH:17][N:18]=[C:19]([C:20]4[CH:25]=[C:24]([CH:26]([F:28])[F:27])[CH:23]=[CH:22][C:21]=4[O:29][CH2:30][CH:31]4[CH2:32][CH2:33]4)[C:14]=3[NH:13][C:12]=2[CH3:34])=[O:10])[C@H:4]([F:35])[CH2:3]1)(=[O:38])[CH3:37], predict the reactants needed to synthesize it. The reactants are: [NH2:1][C@H:2]1[CH2:7][CH2:6][C@H:5]([NH:8][C:9]([C:11]2[C:15]3[N:16]=[CH:17][N:18]=[C:19]([C:20]4[CH:25]=[C:24]([CH:26]([F:28])[F:27])[CH:23]=[CH:22][C:21]=4[O:29][CH2:30][CH:31]4[CH2:33][CH2:32]4)[C:14]=3[NH:13][C:12]=2[CH3:34])=[O:10])[C@H:4]([F:35])[CH2:3]1.[C:36](Cl)(=[O:38])[CH3:37].